This data is from Full USPTO retrosynthesis dataset with 1.9M reactions from patents (1976-2016). The task is: Predict the reactants needed to synthesize the given product. (1) Given the product [NH2:15][C:5]1[C:4]([O:18][C:19]2[CH:20]=[CH:21][CH:22]=[CH:23][CH:24]=2)=[N:3][C:2]([CH3:1])=[C:7]([CH3:8])[C:6]=1[NH:9][CH2:10][C:11]([CH3:12])([OH:13])[CH3:14], predict the reactants needed to synthesize it. The reactants are: [CH3:1][C:2]1[C:7]([CH3:8])=[C:6]([NH:9][CH2:10][C:11]([CH3:14])([OH:13])[CH3:12])[C:5]([N+:15]([O-])=O)=[C:4]([O:18][C:19]2[CH:24]=[CH:23][CH:22]=[CH:21][CH:20]=2)[N:3]=1. (2) Given the product [CH:1]1([S:4]([NH:7][C:8]([C@@:10]23[CH2:25][C@H:24]2[CH:23]=[CH:22][CH2:21][CH2:20][CH2:19][CH2:18][CH2:17][C@H:16]([NH:26][C:27]2[S:28][C:65]([CH3:69])=[C:66]([CH3:67])[N:29]=2)[C:15](=[O:30])[N:14]2[CH2:31][C@H:32]([O:34][C:35]4[C:36]5[O:53][C:52]6[CH:54]=[CH:55][CH:56]=[CH:57][C:51]=6[C:37]=5[N:38]=[C:39]([C:41]5[CH:46]=[CH:45][C:44]([O:47][CH:48]([CH3:50])[CH3:49])=[CH:43][CH:42]=5)[N:40]=4)[CH2:33][C@H:13]2[C:12](=[O:58])[NH:11]3)=[O:9])(=[O:5])=[O:6])[CH2:3][CH2:2]1, predict the reactants needed to synthesize it. The reactants are: [CH:1]1([S:4]([NH:7][C:8]([C@@:10]23[CH2:25][C@H:24]2[CH:23]=[CH:22][CH2:21][CH2:20][CH2:19][CH2:18][CH2:17][C@H:16]([NH:26][C:27]([NH2:29])=[S:28])[C:15](=[O:30])[N:14]2[CH2:31][C@H:32]([O:34][C:35]4[C:36]5[O:53][C:52]6[CH:54]=[CH:55][CH:56]=[CH:57][C:51]=6[C:37]=5[N:38]=[C:39]([C:41]5[CH:46]=[CH:45][C:44]([O:47][CH:48]([CH3:50])[CH3:49])=[CH:43][CH:42]=5)[N:40]=4)[CH2:33][C@H:13]2[C:12](=[O:58])[NH:11]3)=[O:9])(=[O:6])=[O:5])[CH2:3][CH2:2]1.C(=O)(O)[O-].[Na+].Cl[CH:65]([CH3:69])[C:66](=O)[CH3:67]. (3) Given the product [O:15]([C:3]1[CH:4]=[C:5]([O:8][C:9]2[CH:14]=[CH:13][CH:12]=[CH:11][CH:10]=2)[CH:6]=[CH:7][C:2]=1[C:29]1[C:28]2[C:37]3=[C:36]4[C:25](=[CH:26][CH:27]=2)[CH:24]=[CH:23][CH:22]=[C:35]4[CH:34]=[CH:33][C:32]3=[CH:31][CH:30]=1)[C:16]1[CH:21]=[CH:20][CH:19]=[CH:18][CH:17]=1, predict the reactants needed to synthesize it. The reactants are: Br[C:2]1[CH:7]=[CH:6][C:5]([O:8][C:9]2[CH:14]=[CH:13][CH:12]=[CH:11][CH:10]=2)=[CH:4][C:3]=1[O:15][C:16]1[CH:21]=[CH:20][CH:19]=[CH:18][CH:17]=1.[C:22]1(B(O)O)[C:35]2[C:36]3=[C:37]4[C:32](=[CH:33][CH:34]=2)[CH:31]=[CH:30][CH:29]=[C:28]4[CH:27]=[CH:26][C:25]3=[CH:24][CH:23]=1.C(=O)([O-])[O-].[K+].[K+].O. (4) The reactants are: [C:1](=[NH:14])([C:8]1[CH:13]=[CH:12][CH:11]=[CH:10][CH:9]=1)[C:2]1[CH:7]=[CH:6][CH:5]=[CH:4][CH:3]=1.C1(C)C=CC=CC=1.[CH2:22]([O:29][C:30]1[C:31]([CH3:39])=[N:32][C:33](Br)=[C:34]([CH3:37])[C:35]=1[CH3:36])[C:23]1[CH:28]=[CH:27][CH:26]=[CH:25][CH:24]=1.CC([O-])(C)C.[Na+]. Given the product [CH2:22]([O:29][C:30]1[C:35]([CH3:36])=[C:34]([CH3:37])[C:33]([N:14]=[C:1]([C:8]2[CH:9]=[CH:10][CH:11]=[CH:12][CH:13]=2)[C:2]2[CH:7]=[CH:6][CH:5]=[CH:4][CH:3]=2)=[N:32][C:31]=1[CH3:39])[C:23]1[CH:28]=[CH:27][CH:26]=[CH:25][CH:24]=1, predict the reactants needed to synthesize it. (5) Given the product [O:20]1[C:19]2[CH:23]=[C:15]([C:7]3[C:8]4[C:9](=[N:10][CH:11]=[N:12][C:13]=4[NH2:14])[NH:5][N:6]=3)[CH:16]=[CH:17][C:18]=2[O:22][CH2:21]1, predict the reactants needed to synthesize it. The reactants are: C([N:5]1[C:9]2=[N:10][CH:11]=[N:12][C:13]([NH2:14])=[C:8]2[C:7]([C:15]2[CH:16]=[CH:17][C:18]3[O:22][CH2:21][O:20][C:19]=3[CH:23]=2)=[N:6]1)(C)(C)C. (6) Given the product [Cl:1][C:2]1[CH:3]=[CH:4][C:5]([N:11]([CH3:22])[S:12]([C:15]2[CH:20]=[CH:19][C:18]([CH3:21])=[CH:17][CH:16]=2)(=[O:14])=[O:13])=[C:6]([C:7](=[O:8])[NH2:23])[CH:10]=1, predict the reactants needed to synthesize it. The reactants are: [Cl:1][C:2]1[CH:10]=[C:6]([C:7](O)=[O:8])[C:5]([N:11]([CH3:22])[S:12]([C:15]2[CH:20]=[CH:19][C:18]([CH3:21])=[CH:17][CH:16]=2)(=[O:14])=[O:13])=[CH:4][CH:3]=1.[N:23]1C=CC=CC=1.ClC(OC(C)C)=O.N. (7) Given the product [OH:6][C:7]1[CH:16]=[C:15]([C@@H:17]([CH3:21])[C:18]([O:20][CH2:2][CH2:3][CH2:4][CH3:5])=[O:19])[CH:14]=[C:13]2[C:8]=1[C@@H:9]1[CH2:27][C:26]([CH3:28])=[CH:25][CH2:24][C@H:10]1[C:11]([CH3:23])([CH3:22])[O:12]2, predict the reactants needed to synthesize it. The reactants are: Br[CH2:2][CH2:3][CH2:4][CH3:5].[OH:6][C:7]1[CH:16]=[C:15]([C@@H:17]([CH3:21])[C:18]([OH:20])=[O:19])[CH:14]=[C:13]2[C:8]=1[C@@H:9]1[CH2:27][C:26]([CH3:28])=[CH:25][CH2:24][C@H:10]1[C:11]([CH3:23])([CH3:22])[O:12]2.C(=O)(O)[O-].[Na+].CCCCCC. (8) The reactants are: [CH2:1]([N:8]1[C:16]2[C:11](=[CH:12][C:13]([C:17]([O:19][CH3:20])=[O:18])=[CH:14][CH:15]=2)[C:10]([CH:21]=O)=[CH:9]1)[C:2]1[CH:7]=[CH:6][CH:5]=[CH:4][CH:3]=1.C([SiH](CC)CC)C. Given the product [CH2:1]([N:8]1[C:16]2[C:11](=[CH:12][C:13]([C:17]([O:19][CH3:20])=[O:18])=[CH:14][CH:15]=2)[CH:10]([CH3:21])[CH2:9]1)[C:2]1[CH:3]=[CH:4][CH:5]=[CH:6][CH:7]=1, predict the reactants needed to synthesize it. (9) Given the product [OH:4][C:5]1[CH:6]=[C:7]([CH:8]=[CH:9][CH:10]=1)[C:11]([NH:13][C:14]1[CH:19]=[CH:18][CH:17]=[C:16]([C:20]([F:21])([F:22])[F:23])[CH:15]=1)=[O:12], predict the reactants needed to synthesize it. The reactants are: C([O:4][C:5]1[CH:10]=[CH:9][CH:8]=[C:7]([C:11]([NH:13][C:14]2[CH:19]=[CH:18][CH:17]=[C:16]([C:20]([F:23])([F:22])[F:21])[CH:15]=2)=[O:12])[CH:6]=1)(=O)C. (10) Given the product [CH2:1]([N:5]([CH2:19][C:20]1[CH:32]=[CH:31][C:23]([O:24][CH2:25][C:26]([OH:28])=[O:27])=[C:22]([CH3:33])[CH:21]=1)[C:6]1[N:11]=[C:10]([C:12]2[CH:13]=[CH:14][C:15]([Cl:18])=[CH:16][CH:17]=2)[CH:9]=[CH:8][N:7]=1)[CH2:2][CH2:3][CH3:4], predict the reactants needed to synthesize it. The reactants are: [CH2:1]([N:5]([CH2:19][C:20]1[CH:32]=[CH:31][C:23]([O:24][CH2:25][C:26]([O:28]CC)=[O:27])=[C:22]([CH3:33])[CH:21]=1)[C:6]1[N:11]=[C:10]([C:12]2[CH:17]=[CH:16][C:15]([Cl:18])=[CH:14][CH:13]=2)[CH:9]=[CH:8][N:7]=1)[CH2:2][CH2:3][CH3:4].[OH-].[Na+].